Dataset: TCR-epitope binding with 47,182 pairs between 192 epitopes and 23,139 TCRs. Task: Binary Classification. Given a T-cell receptor sequence (or CDR3 region) and an epitope sequence, predict whether binding occurs between them. (1) The epitope is ISDYDYYRY. The TCR CDR3 sequence is CASSLGSTGYTF. Result: 1 (the TCR binds to the epitope). (2) The epitope is RLRAEAQVK. The TCR CDR3 sequence is CASSNSLPSGVSYNEQFF. Result: 1 (the TCR binds to the epitope). (3) The epitope is TVYDPLQPELDSFK. The TCR CDR3 sequence is CASSLKLNTEAFF. Result: 0 (the TCR does not bind to the epitope). (4) The epitope is TVYDPLQPELDSFK. The TCR CDR3 sequence is CATSGAEIGYNEQFF. Result: 0 (the TCR does not bind to the epitope). (5) The epitope is KAYNVTQAF. The TCR CDR3 sequence is CASSYGGADGYTF. Result: 1 (the TCR binds to the epitope).